This data is from Reaction yield outcomes from USPTO patents with 853,638 reactions. The task is: Predict the reaction yield, written as a fraction of the theoretical maximum amount of product (1.0 means a 100% yield; for example, 0.34 means a 34% yield). (1) The reactants are [C:1]1([S:7]([N:10]2[C:14]3=[N:15][CH:16]=[C:17]([CH2:19][CH:20]4[CH2:24][O:23][C:22]([CH3:26])([CH3:25])[O:21]4)[CH:18]=[C:13]3[CH:12]=[CH:11]2)(=[O:9])=[O:8])[CH:6]=[CH:5][CH:4]=[CH:3][CH:2]=1.C([N-][CH:31]([CH3:33])[CH3:32])(C)C.[Li+].C([Li])C[CH2:37][CH3:38].CCCCCC.C(NC(C)C)(C)C.[CH:53]1([CH:58]=[O:59])CCCC1. The catalyst is O1CCCC1. The product is [C:1]1([S:7]([N:10]2[C:14]3=[N:15][CH:16]=[C:17]([CH2:19][CH:20]4[CH2:24][O:23][C:22]([CH3:26])([CH3:25])[O:21]4)[CH:18]=[C:13]3[CH:12]=[C:11]2[CH:58]([OH:59])[CH2:53][CH:32]2[CH2:31][CH2:33][CH2:38][CH2:37]2)(=[O:9])=[O:8])[CH:2]=[CH:3][CH:4]=[CH:5][CH:6]=1. The yield is 0.220. (2) The reactants are [Cl:1][C:2]1[CH:8]=[CH:7][C:5]([NH2:6])=[CH:4][C:3]=1[C:9]([F:12])([F:11])[F:10].CCN(CC)CC.[C:20](Cl)([C:22]([CH3:25])([CH3:24])[CH3:23])=[O:21]. The catalyst is C1COCC1.O. The product is [Cl:1][C:2]1[CH:8]=[CH:7][C:5]([NH:6][C:20](=[O:21])[C:22]([CH3:25])([CH3:24])[CH3:23])=[CH:4][C:3]=1[C:9]([F:10])([F:11])[F:12]. The yield is 0.600. (3) The reactants are C(OC([NH:8][C@@H:9]([CH2:20][C:21]1[CH:30]=[CH:29][C:28]2[C:23](=[CH:24][CH:25]=[CH:26][CH:27]=2)[CH:22]=1)[C:10]([NH:12][CH2:13][C:14]1[CH:19]=[CH:18][CH:17]=[CH:16][CH:15]=1)=[O:11])=O)(C)(C)C.[ClH:31]. The catalyst is O1CCOCC1. The product is [ClH:31].[NH2:8][C@@H:9]([CH2:20][C:21]1[CH:30]=[CH:29][C:28]2[C:23](=[CH:24][CH:25]=[CH:26][CH:27]=2)[CH:22]=1)[C:10]([NH:12][CH2:13][C:14]1[CH:15]=[CH:16][CH:17]=[CH:18][CH:19]=1)=[O:11]. The yield is 0.990. (4) The reactants are [CH:1]1([N:4]2[C:13]3[C:8](=[C:9]([S:26]CC4C=CC(OC)=CC=4)[C:10]([F:25])=[C:11]([NH:15][CH2:16][CH2:17][NH:18][C:19]4[CH:24]=[CH:23][CH:22]=[CH:21][N:20]=4)[C:12]=3[F:14])[C:7](=[O:36])[C:6]([C:37]([OH:39])=[O:38])=[CH:5]2)[CH2:3][CH2:2]1.FC(F)(F)C(O)=O. The catalyst is C1(OC)C=CC=CC=1. The product is [CH:1]1([N:4]2[C:13]3[C:8](=[C:9]([SH:26])[C:10]([F:25])=[C:11]([NH:15][CH2:16][CH2:17][NH:18][C:19]4[CH:24]=[CH:23][CH:22]=[CH:21][N:20]=4)[C:12]=3[F:14])[C:7](=[O:36])[C:6]([C:37]([OH:39])=[O:38])=[CH:5]2)[CH2:3][CH2:2]1. The yield is 0.680. (5) The reactants are [CH3:1][C:2]([CH3:31])([CH3:30])[CH2:3][C:4]([NH:6][C:7]1[C:8]([CH3:29])=[C:9](B(O)O)[C:10]2[O:14][CH2:13][CH:12]([C:15]3[CH:20]=[CH:19][C:18]([CH:21]([CH3:23])[CH3:22])=[CH:17][CH:16]=3)[C:11]=2[C:24]=1[CH3:25])=[O:5].Br[C:33]1[CH:34]=[C:35]([CH:39]=[CH:40][CH:41]=1)[N:36]([CH3:38])[CH3:37]. No catalyst specified. The product is [CH3:37][N:36]([CH3:38])[C:35]1[CH:34]=[C:33]([C:9]2[C:10]3[O:14][CH2:13][CH:12]([C:15]4[CH:20]=[CH:19][C:18]([CH:21]([CH3:22])[CH3:23])=[CH:17][CH:16]=4)[C:11]=3[C:24]([CH3:25])=[C:7]([NH:6][C:4](=[O:5])[CH2:3][C:2]([CH3:31])([CH3:30])[CH3:1])[C:8]=2[CH3:29])[CH:41]=[CH:40][CH:39]=1. The yield is 0.770. (6) The reactants are [C:1]([C:3]([C:6]1[CH:7]=[C:8]([CH:13]=[CH:14][CH:15]=1)[C:9]([O:11]C)=[O:10])([CH3:5])[CH3:4])#[N:2].O.[OH-].[Li+].CO.O. The catalyst is O1CCCC1. The product is [C:1]([C:3]([C:6]1[CH:7]=[C:8]([CH:13]=[CH:14][CH:15]=1)[C:9]([OH:11])=[O:10])([CH3:5])[CH3:4])#[N:2]. The yield is 0.980. (7) The reactants are [Br:1][C:2]1[C:3]([F:27])=[C:4]2[C:24](=[CH:25][CH:26]=1)[C:8]1[NH:9][C:10]([C@@H:12]3[CH2:16][CH2:15][CH2:14][N:13]3[C:17]([O:19][C:20]([CH3:23])([CH3:22])[CH3:21])=[O:18])=[N:11][C:7]=1[CH2:6][CH2:5]2.C(C1C(=O)C(Cl)=C(Cl)C(=O)C=1C#N)#N. The catalyst is C1C=CC=CC=1. The product is [Br:1][C:2]1[C:3]([F:27])=[C:4]2[C:24](=[CH:25][CH:26]=1)[C:8]1[NH:9][C:10]([C@@H:12]3[CH2:16][CH2:15][CH2:14][N:13]3[C:17]([O:19][C:20]([CH3:21])([CH3:22])[CH3:23])=[O:18])=[N:11][C:7]=1[CH:6]=[CH:5]2. The yield is 0.630. (8) The reactants are [C:1]([C:5]1[CH:44]=[CH:43][C:8]([C:9]([NH:11][C@@H:12]([CH2:16][C:17]2[CH:22]=[CH:21][C:20]([C:23]3[N:28]=[CH:27][C:26]([C:29]4[CH:34]=[CH:33][C:32]([O:35][CH2:36][CH2:37][CH2:38][CH2:39][CH2:40][CH2:41][CH3:42])=[CH:31][CH:30]=4)=[CH:25][N:24]=3)=[CH:19][CH:18]=2)[C:13](O)=[O:14])=[O:10])=[CH:7][CH:6]=1)([CH3:4])([CH3:3])[CH3:2].[NH4+].[Cl-].CC[N:49](C(C)C)C(C)C.CN(C(ON1N=NC2C=CC=NC1=2)=[N+](C)C)C.F[P-](F)(F)(F)(F)F. The catalyst is CN(C=O)C.CC(=O)OCC. The product is [NH2:49][C:13](=[O:14])[C@@H:12]([NH:11][C:9](=[O:10])[C:8]1[CH:43]=[CH:44][C:5]([C:1]([CH3:2])([CH3:3])[CH3:4])=[CH:6][CH:7]=1)[CH2:16][C:17]1[CH:18]=[CH:19][C:20]([C:23]2[N:24]=[CH:25][C:26]([C:29]3[CH:30]=[CH:31][C:32]([O:35][CH2:36][CH2:37][CH2:38][CH2:39][CH2:40][CH2:41][CH3:42])=[CH:33][CH:34]=3)=[CH:27][N:28]=2)=[CH:21][CH:22]=1. The yield is 0.770. (9) The reactants are [Cl:1][C:2]1[C:3]([C:10]([OH:12])=O)=[N:4][C:5]([S:8][CH3:9])=[N:6][CH:7]=1.CN(C(ON1N=[N:28][C:23]2[CH:24]=[CH:25][CH:26]=[N:27][C:22]1=2)=[N+](C)C)C.F[P-](F)(F)(F)(F)F.[CH3:37][CH2:38]N(C(C)C)C(C)C. The catalyst is CN(C=O)C. The product is [Cl:1][C:2]1[C:3]([C:10]([NH:28][C:23]2[CH:24]=[CH:25][CH:38]=[CH:37][C:22]=2[NH:27][CH3:26])=[O:12])=[N:4][C:5]([S:8][CH3:9])=[N:6][CH:7]=1. The yield is 0.800.